Dataset: Catalyst prediction with 721,799 reactions and 888 catalyst types from USPTO. Task: Predict which catalyst facilitates the given reaction. (1) Reactant: [CH3:1][CH:2]([C:4]1[NH:8][C:7]2[CH2:9][CH2:10][CH2:11][C:12](=[O:13])[C:6]=2[N:5]=1)[CH3:3].Br[CH2:15][C:16]1[CH:21]=[CH:20][C:19]([Cl:22])=[CH:18][CH:17]=1.[OH-].[Na+]. Product: [Cl:22][C:19]1[CH:20]=[CH:21][C:16]([CH2:15][N:5]2[C:6]3[C:12](=[O:13])[CH2:11][CH2:10][CH2:9][C:7]=3[N:8]=[C:4]2[CH:2]([CH3:1])[CH3:3])=[CH:17][CH:18]=1. The catalyst class is: 596. (2) Reactant: Cl.[CH3:2][NH:3][CH2:4][C:5]1[NH:25][C:8]2=[C:9]3[C:14](=[CH:15][CH:16]=[C:7]2[C:6]=1[C:26](O)=[O:27])[CH:13]=[N:12][C:11](/[CH:17]=[CH:18]/[C:19]1[CH:24]=[CH:23][CH:22]=[CH:21][CH:20]=1)=[CH:10]3.O=S(Cl)Cl. Product: [CH3:2][N:3]1[C:26](=[O:27])[C:6]2[C:7]3[CH:16]=[CH:15][C:14]4[CH:13]=[N:12][C:11](/[CH:17]=[CH:18]/[C:19]5[CH:20]=[CH:21][CH:22]=[CH:23][CH:24]=5)=[CH:10][C:9]=4[C:8]=3[NH:25][C:5]=2[CH2:4]1. The catalyst class is: 11. (3) Reactant: [F:1][C:2]([F:25])([F:24])[C:3]1[CH:8]=[CH:7][C:6]([NH:9][C:10]2[C:19]3[C:14](=[CH:15][CH:16]=[C:17]([C:20]([O:22]C)=O)[CH:18]=3)[N:13]=[CH:12][N:11]=2)=[CH:5][CH:4]=1.Br[Mg][C:28]1[CH:33]=[CH:32][C:31]([Cl:34])=[CH:30][CH:29]=1. Product: [Cl:34][C:31]1[CH:32]=[CH:33][C:28]([C:20]([C:28]2[CH:33]=[CH:32][C:31]([Cl:34])=[CH:30][CH:29]=2)([C:17]2[CH:18]=[C:19]3[C:14](=[CH:15][CH:16]=2)[N:13]=[CH:12][N:11]=[C:10]3[NH:9][C:6]2[CH:5]=[CH:4][C:3]([C:2]([F:24])([F:1])[F:25])=[CH:8][CH:7]=2)[OH:22])=[CH:29][CH:30]=1. The catalyst class is: 7. (4) Product: [OH:33][CH:30]([CH2:29][OH:34])[CH2:31][N:24]1[CH2:23][CH2:22][C:21]2[CH:27]=[CH:28][C:18]([C:15]3[N:14]=[C:13]([C:10]4[CH:11]=[CH:12][C:5]([NH:4][CH:2]([CH3:1])[CH3:3])=[C:6]([CH:9]=4)[C:7]#[N:8])[O:17][N:16]=3)=[CH:19][C:20]=2[CH2:26][CH2:25]1. Reactant: [CH3:1][CH:2]([NH:4][C:5]1[CH:12]=[CH:11][C:10]([C:13]2[O:17][N:16]=[C:15]([C:18]3[CH:28]=[CH:27][C:21]4[CH2:22][CH2:23][NH:24][CH2:25][CH2:26][C:20]=4[CH:19]=3)[N:14]=2)=[CH:9][C:6]=1[C:7]#[N:8])[CH3:3].[CH2:29]([OH:34])[CH:30]([OH:33])[CH:31]=O.C(O)(=O)C.C(O[BH-](OC(=O)C)OC(=O)C)(=O)C.[Na+]. The catalyst class is: 168. (5) Reactant: [CH3:1][O:2][C:3]1[CH:4]=[C:5]([CH:7]=[CH:8][CH:9]=1)[NH2:6].Br[CH2:11][C:12]([C:14]1[CH:19]=[CH:18][C:17]([OH:20])=[C:16]([OH:21])[C:15]=1[OH:22])=[O:13].[C:23](=[O:26])(O)[O-].[Na+]. Product: [CH3:1][O:2][C:3]1[CH:4]=[C:5]2[C:7]([C:12]([C:14]3[CH:19]=[CH:18][C:17]([OH:20])=[C:16]([OH:21])[C:23]=3[OH:26])=[CH:11][N:6]2[CH2:11][C:12]([C:14]2[CH:19]=[CH:18][C:17]([OH:20])=[C:16]([OH:21])[C:15]=2[OH:22])=[O:13])=[CH:8][CH:9]=1. The catalyst class is: 8. (6) Reactant: [C:1]([C:4]1[CH:9]=[CH:8][C:7]([NH:10][C:11]([NH2:13])=[S:12])=[CH:6][CH:5]=1)([OH:3])=[O:2].Cl[CH2:15][C:16]([CH2:18]Cl)=O.[NH2:20][C:21]1[C:26]([C:27]#[N:28])=[C:25]([C:29]2[CH:34]=[CH:33][C:32]([O:35][CH2:36][CH:37]3[CH2:41][O:40][C:39]([CH3:43])([CH3:42])[O:38]3)=[CH:31][CH:30]=2)[C:24]([C:44]#[N:45])=[C:23]([SH:46])[N:22]=1.C(=O)(O)[O-].[Na+]. Product: [NH2:20][C:21]1[N:22]=[C:23]([S:46][CH2:18][C:16]2[N:13]=[C:11]([NH:10][C:7]3[CH:6]=[CH:5][C:4]([C:1]([OH:3])=[O:2])=[CH:9][CH:8]=3)[S:12][CH:15]=2)[C:24]([C:44]#[N:45])=[C:25]([C:29]2[CH:34]=[CH:33][C:32]([O:35][CH2:36][CH:37]3[CH2:41][O:40][C:39]([CH3:42])([CH3:43])[O:38]3)=[CH:31][CH:30]=2)[C:26]=1[C:27]#[N:28]. The catalyst class is: 3. (7) Reactant: [Cl:1][C:2]1[CH:3]=[C:4]2[C:8](=[CH:9][CH:10]=1)[NH:7][C:6]([C:11]([O:13][CH3:14])=[O:12])=[CH:5]2.[Mg]. Product: [Cl:1][C:2]1[CH:3]=[C:4]2[C:8](=[CH:9][CH:10]=1)[NH:7][CH:6]([C:11]([O:13][CH3:14])=[O:12])[CH2:5]2. The catalyst class is: 5. (8) Reactant: [CH3:1][C:2]1[CH:3]=[C:4]([CH:28]=[C:29]([CH3:31])[CH:30]=1)[O:5][C:6]1[CH:11]=[CH:10][C:9]([C:12](OC)=[O:13])=[CH:8][C:7]=1[S:16]([N:19]1[CH2:24][CH2:23][N:22]([C:25]([O-:27])=[O:26])[CH2:21][CH2:20]1)(=[O:18])=[O:17].[Li+].[BH4-]. The catalyst class is: 1. Product: [CH3:31][C:29]1[CH:28]=[C:4]([CH:3]=[C:2]([CH3:1])[CH:30]=1)[O:5][C:6]1[CH:11]=[CH:10][C:9]([CH2:12][OH:13])=[CH:8][C:7]=1[S:16]([N:19]1[CH2:24][CH2:23][N:22]([C:25]([O:27][C:2]([CH3:3])([CH3:30])[CH3:1])=[O:26])[CH2:21][CH2:20]1)(=[O:17])=[O:18]. (9) Reactant: C([O:3][C:4]([C:6]1[N:7]=[C:8]2[CH:13]=[CH:12][C:11]([CH2:14][NH:15][C:16]([O:18][C:19]([CH3:22])([CH3:21])[CH3:20])=[O:17])=[CH:10][N:9]2[CH:23]=1)=[O:5])C.O.[OH-].[Li+]. Product: [C:19]([O:18][C:16]([NH:15][CH2:14][C:11]1[CH:12]=[CH:13][C:8]2[N:9]([CH:23]=[C:6]([C:4]([OH:5])=[O:3])[N:7]=2)[CH:10]=1)=[O:17])([CH3:22])([CH3:20])[CH3:21]. The catalyst class is: 38.